Dataset: Full USPTO retrosynthesis dataset with 1.9M reactions from patents (1976-2016). Task: Predict the reactants needed to synthesize the given product. (1) The reactants are: [C:1](Cl)(=O)C.[OH:5][C@@H:6]1[C@H:10]([OH:11])[CH:9]([OH:12])[O:8][C@@H:7]1[CH2:13][OH:14].C[O-].[Na+].CO. Given the product [OH:5][C@@H:6]1[C@H:10]([OH:11])[CH:9]([O:12][CH3:1])[O:8][C@@H:7]1[CH2:13][OH:14], predict the reactants needed to synthesize it. (2) Given the product [OH:1][CH:2]1[O:30][CH2:29][CH2:28][N:4]([C:5]([C:7]2[CH:8]=[N:9][N:10]([C:12]3[CH:13]=[CH:14][C:15]([O:18][CH2:19][CH2:20][CH2:21][N:22]4[CH2:26][CH2:25][CH2:24][C@H:23]4[CH3:27])=[CH:16][CH:17]=3)[CH:11]=2)=[O:6])[CH2:3]1, predict the reactants needed to synthesize it. The reactants are: [OH:1][CH2:2][CH2:3][N:4]([CH2:28][CH2:29][OH:30])[C:5]([C:7]1[CH:8]=[N:9][N:10]([C:12]2[CH:17]=[CH:16][C:15]([O:18][CH2:19][CH2:20][CH2:21][N:22]3[CH2:26][CH2:25][CH2:24][C@H:23]3[CH3:27])=[CH:14][CH:13]=2)[CH:11]=1)=[O:6].CC(OI1(OC(C)=O)(OC(C)=O)OC(=O)C2C=CC=CC1=2)=O.